Dataset: Forward reaction prediction with 1.9M reactions from USPTO patents (1976-2016). Task: Predict the product of the given reaction. (1) Given the reactants [F:1][C:2]1[CH:3]=[C:4]([N:15]2[CH2:19][C@H:18]([CH2:20]O)[O:17][C:16]2=[O:22])[CH:5]=[C:6]([F:14])[C:7]=1[N:8]1[CH2:13][CH2:12][S:11][CH2:10][CH2:9]1.C(N(CC)CC)C.CS(Cl)(=O)=O.[N-:35]=[N+:36]=[N-:37].[Na+], predict the reaction product. The product is: [F:1][C:2]1[CH:3]=[C:4]([N:15]2[CH2:19][C@H:18]([CH2:20][N:35]=[N+:36]=[N-:37])[O:17][C:16]2=[O:22])[CH:5]=[C:6]([F:14])[C:7]=1[N:8]1[CH2:9][CH2:10][S:11][CH2:12][CH2:13]1. (2) Given the reactants [NH:1]1[C:9]2[C:4](=[CH:5][CH:6]=[CH:7][CH:8]=2)[C:3](/[CH:10]=[CH:11]/[C:12]2[CH:17]=[CH:16][CH:15]=[CH:14][C:13]=2[NH2:18])=[N:2]1.[C:19]1(=O)[C:27]2[CH2:26][CH2:25][CH2:24][CH2:23][C:22]=2[C:21](=[O:28])[O:20]1.C(=O)([O-])O.[Na+], predict the reaction product. The product is: [NH:1]1[C:9]2[C:4](=[CH:5][CH:6]=[CH:7][CH:8]=2)[C:3](/[CH:10]=[CH:11]/[C:12]2[CH:17]=[CH:16][CH:15]=[CH:14][C:13]=2[N:18]2[C:19](=[O:20])[C:27]3[CH2:26][CH2:25][CH2:24][CH2:23][C:22]=3[C:21]2=[O:28])=[N:2]1. (3) Given the reactants C(=O)([O-])[O-].[Na+].[Na+].I[C:8]1[N:12]2[N:13]=[CH:14][CH:15]=[CH:16][C:11]2=[N:10][C:9]=1[C:17]([O:19][CH2:20][CH3:21])=[O:18].[Cl:22][C:23]1[CH:28]=[CH:27][C:26](B(O)O)=[CH:25][CH:24]=1, predict the reaction product. The product is: [Cl:22][C:23]1[CH:28]=[CH:27][C:26]([C:8]2[N:12]3[N:13]=[CH:14][CH:15]=[CH:16][C:11]3=[N:10][C:9]=2[C:17]([O:19][CH2:20][CH3:21])=[O:18])=[CH:25][CH:24]=1.